This data is from NCI-60 drug combinations with 297,098 pairs across 59 cell lines. The task is: Regression. Given two drug SMILES strings and cell line genomic features, predict the synergy score measuring deviation from expected non-interaction effect. (1) Drug 1: C1=CC(=CC=C1CCCC(=O)O)N(CCCl)CCCl. Drug 2: C1C(C(OC1N2C=NC(=NC2=O)N)CO)O. Cell line: TK-10. Synergy scores: CSS=16.0, Synergy_ZIP=-1.69, Synergy_Bliss=0.155, Synergy_Loewe=1.21, Synergy_HSA=1.76. (2) Drug 1: CC1=CC=C(C=C1)C2=CC(=NN2C3=CC=C(C=C3)S(=O)(=O)N)C(F)(F)F. Drug 2: CC1CCCC2(C(O2)CC(NC(=O)CC(C(C(=O)C(C1O)C)(C)C)O)C(=CC3=CSC(=N3)C)C)C. Cell line: CCRF-CEM. Synergy scores: CSS=60.3, Synergy_ZIP=8.15, Synergy_Bliss=7.21, Synergy_Loewe=-29.8, Synergy_HSA=5.27. (3) Drug 1: C1=NC(=NC(=O)N1C2C(C(C(O2)CO)O)O)N. Drug 2: CC1C(C(CC(O1)OC2CC(OC(C2O)C)OC3=CC4=CC5=C(C(=O)C(C(C5)C(C(=O)C(C(C)O)O)OC)OC6CC(C(C(O6)C)O)OC7CC(C(C(O7)C)O)OC8CC(C(C(O8)C)O)(C)O)C(=C4C(=C3C)O)O)O)O. Cell line: OVCAR-4. Synergy scores: CSS=64.6, Synergy_ZIP=-3.42, Synergy_Bliss=1.20, Synergy_Loewe=1.53, Synergy_HSA=2.68. (4) Drug 1: CCC1=C2CN3C(=CC4=C(C3=O)COC(=O)C4(CC)O)C2=NC5=C1C=C(C=C5)O. Drug 2: CS(=O)(=O)CCNCC1=CC=C(O1)C2=CC3=C(C=C2)N=CN=C3NC4=CC(=C(C=C4)OCC5=CC(=CC=C5)F)Cl. Cell line: CCRF-CEM. Synergy scores: CSS=49.4, Synergy_ZIP=0.0682, Synergy_Bliss=-1.05, Synergy_Loewe=-52.8, Synergy_HSA=-1.42. (5) Drug 1: COC1=CC(=CC(=C1O)OC)C2C3C(COC3=O)C(C4=CC5=C(C=C24)OCO5)OC6C(C(C7C(O6)COC(O7)C8=CC=CS8)O)O. Drug 2: CC1=C2C(C(=O)C3(C(CC4C(C3C(C(C2(C)C)(CC1OC(=O)C(C(C5=CC=CC=C5)NC(=O)OC(C)(C)C)O)O)OC(=O)C6=CC=CC=C6)(CO4)OC(=O)C)O)C)O. Cell line: UACC-257. Synergy scores: CSS=15.1, Synergy_ZIP=-10.3, Synergy_Bliss=-5.26, Synergy_Loewe=-5.76, Synergy_HSA=-2.74.